Dataset: Peptide-MHC class I binding affinity with 185,985 pairs from IEDB/IMGT. Task: Regression. Given a peptide amino acid sequence and an MHC pseudo amino acid sequence, predict their binding affinity value. This is MHC class I binding data. (1) The MHC is Patr-A0301 with pseudo-sequence Patr-A0301. The peptide sequence is CAEHGEHHIR. The binding affinity (normalized) is 0.211. (2) The peptide sequence is LLWTLVVLL. The MHC is HLA-A02:01 with pseudo-sequence HLA-A02:01. The binding affinity (normalized) is 0.957. (3) The peptide sequence is WMTTEDMLAV. The MHC is HLA-A02:17 with pseudo-sequence HLA-A02:17. The binding affinity (normalized) is 0.276. (4) The peptide sequence is GLFPQLSAI. The MHC is HLA-A02:02 with pseudo-sequence HLA-A02:02. The binding affinity (normalized) is 0.943. (5) The peptide sequence is YRTLLMNEL. The MHC is HLA-C07:01 with pseudo-sequence HLA-C07:01. The binding affinity (normalized) is 0.797. (6) The peptide sequence is KFYGPFVDR. The MHC is Patr-A0901 with pseudo-sequence Patr-A0901. The binding affinity (normalized) is 0.407.